Dataset: Full USPTO retrosynthesis dataset with 1.9M reactions from patents (1976-2016). Task: Predict the reactants needed to synthesize the given product. (1) Given the product [F:38][CH:2]([F:1])[C:3]1[N:7]([C:8]2[CH:13]=[C:12]([N:14]3[CH2:15][CH2:16][O:17][CH2:18][CH2:19]3)[N:11]=[C:10]([NH:20][CH2:21][C@H:22]3[CH2:27][CH2:26][C@H:25]([N:28]4[CH2:29][C:30]([CH3:33])([CH3:31])[O:32][CH2:40][C:41]4=[O:42])[CH2:24][CH2:23]3)[N:9]=2)[C:6]2[CH:34]=[CH:35][CH:36]=[CH:37][C:5]=2[N:4]=1, predict the reactants needed to synthesize it. The reactants are: [F:1][CH:2]([F:38])[C:3]1[N:7]([C:8]2[CH:13]=[C:12]([N:14]3[CH2:19][CH2:18][O:17][CH2:16][CH2:15]3)[N:11]=[C:10]([NH:20][CH2:21][C@H:22]3[CH2:27][CH2:26][C@H:25]([NH:28][CH2:29][C:30]([CH3:33])([OH:32])[CH3:31])[CH2:24][CH2:23]3)[N:9]=2)[C:6]2[CH:34]=[CH:35][CH:36]=[CH:37][C:5]=2[N:4]=1.Cl[CH2:40][C:41](Cl)=[O:42].CC(C)([O-])C.[K+]. (2) Given the product [Cl:1][C:2]1[CH:10]=[CH:9][C:8]([C:11]([F:14])([F:13])[F:12])=[CH:7][C:3]=1[C:4]([Cl:18])=[O:5], predict the reactants needed to synthesize it. The reactants are: [Cl:1][C:2]1[CH:10]=[CH:9][C:8]([C:11]([F:14])([F:13])[F:12])=[CH:7][C:3]=1[C:4](O)=[O:5].C(Cl)(=O)C([Cl:18])=O.CN(C)C=O. (3) Given the product [Cl:1][C:2]1[CH:3]=[CH:4][C:5]([C:8]2[C:9]([C:18]3[CH:23]=[CH:22][CH:21]=[CH:20][C:19]=3[Cl:24])=[N:10][N:11]3[C:16]([O:17][CH2:33][C:32]([F:43])([F:42])[F:31])=[CH:15][CH:14]=[N:13][C:12]=23)=[CH:6][CH:7]=1, predict the reactants needed to synthesize it. The reactants are: [Cl:1][C:2]1[CH:7]=[CH:6][C:5]([C:8]2[C:9]([C:18]3[CH:23]=[CH:22][CH:21]=[CH:20][C:19]=3[Cl:24])=[N:10][N:11]3[C:16]([OH:17])=[CH:15][CH:14]=[N:13][C:12]=23)=[CH:4][CH:3]=1.C([O-])([O-])=O.[Cs+].[Cs+].[F:31][C:32]([F:43])([F:42])[CH2:33]OS(C(F)(F)F)(=O)=O. (4) Given the product [CH2:1]([N:8]1[CH2:13][CH2:12][O:11][C@H:10]([CH2:14][N:31]2[C:39]3[C:34](=[CH:35][CH:36]=[CH:37][CH:38]=3)[C@@:33]3([C:51]4[C:42](=[CH:43][C:44]5[O:49][CH2:48][CH2:47][O:46][C:45]=5[CH:50]=4)[O:41][CH2:40]3)[C:32]2=[O:52])[CH2:9]1)[C:2]1[CH:7]=[CH:6][CH:5]=[CH:4][CH:3]=1, predict the reactants needed to synthesize it. The reactants are: [CH2:1]([N:8]1[CH2:13][CH2:12][O:11][C@H:10]([CH2:14]Cl)[CH2:9]1)[C:2]1[CH:7]=[CH:6][CH:5]=[CH:4][CH:3]=1.C(N1CCOC(CCl)C1)C1C=CC=CC=1.[NH:31]1[C:39]2[C:34](=[CH:35][CH:36]=[CH:37][CH:38]=2)[C@@:33]2([C:51]3[C:42](=[CH:43][C:44]4[O:49][CH2:48][CH2:47][O:46][C:45]=4[CH:50]=3)[O:41][CH2:40]2)[C:32]1=[O:52].N1C2C(=CC=CC=2)C2(C3C(=CC4OCCOC=4C=3)OC2)C1=O. (5) Given the product [Cl:1][C:2]1[C:3]([O:12][C:13]2[CH:18]=[C:17]([O:19][CH2:44][CH2:45][CH2:46][S:47]([CH3:50])(=[O:49])=[O:48])[CH:16]=[CH:15][C:14]=2/[CH:20]=[CH:21]/[C:22]([O:24][CH2:25][CH3:26])=[O:23])=[N:4][CH:5]=[C:6]([C:8]([F:9])([F:11])[F:10])[CH:7]=1, predict the reactants needed to synthesize it. The reactants are: [Cl:1][C:2]1[C:3]([O:12][C:13]2[CH:18]=[C:17]([OH:19])[CH:16]=[CH:15][C:14]=2/[CH:20]=[CH:21]/[C:22]([O:24][CH2:25][CH3:26])=[O:23])=[N:4][CH:5]=[C:6]([C:8]([F:11])([F:10])[F:9])[CH:7]=1.C(=O)([O-])[O-].[K+].[K+].CC1C=CC(S(O[CH2:44][CH2:45][CH2:46][S:47]([CH3:50])(=[O:49])=[O:48])(=O)=O)=CC=1.Cl. (6) The reactants are: [Br:1][C:2]1[CH:3]=[C:4]([NH:13][CH:14]2[CH2:19][CH2:18][O:17][CH2:16][CH2:15]2)[C:5]([CH3:12])=[C:6]([CH:11]=1)[C:7]([O:9][CH3:10])=[O:8].[CH:20](=O)[CH3:21].C(O[BH-](OC(=O)C)OC(=O)C)(=O)C.[Na+].C([O-])(O)=O.[Na+]. Given the product [Br:1][C:2]1[CH:3]=[C:4]([N:13]([CH2:20][CH3:21])[CH:14]2[CH2:19][CH2:18][O:17][CH2:16][CH2:15]2)[C:5]([CH3:12])=[C:6]([CH:11]=1)[C:7]([O:9][CH3:10])=[O:8], predict the reactants needed to synthesize it.